Task: Binary Classification. Given a drug SMILES string, predict its activity (active/inactive) in a high-throughput screening assay against a specified biological target.. Dataset: Serine/threonine kinase 33 screen with 319,792 compounds (1) The result is 0 (inactive). The molecule is S=C1N(CN(CCCC)CN1)Cc1ccccc1. (2) The molecule is S(CCCC)c1n(c(nn1)CSc1ncccn1)C. The result is 0 (inactive). (3) The molecule is FC(F)(F)c1c(c(nc(c1)c1ccc(F)cc1)C)C(OCC)=O. The result is 0 (inactive). (4) The drug is Brc1cc(C(=O)N\N=C\c2ccc(OC(=O)c3cc4OCOc4cc3)cc2)cnc1. The result is 0 (inactive). (5) The compound is o1c2c(c3CCCc3c1=O)ccc(OCC(=O)NCc1cccnc1)c2. The result is 0 (inactive).